Dataset: Full USPTO retrosynthesis dataset with 1.9M reactions from patents (1976-2016). Task: Predict the reactants needed to synthesize the given product. (1) Given the product [CH3:13][O:12][C:3]1[CH:4]=[C:5]([O:8][CH2:9][O:10][CH3:11])[CH:6]=[CH:7][C:2]=1[B:14]([OH:19])[OH:15], predict the reactants needed to synthesize it. The reactants are: I[C:2]1[CH:7]=[CH:6][C:5]([O:8][CH2:9][O:10][CH3:11])=[CH:4][C:3]=1[O:12][CH3:13].[B:14]1(B2OCC(C)(C)CO2)[O:19]CC(C)(C)C[O:15]1.C([O-])(=O)C.[K+].C(OCC)(=O)C. (2) Given the product [CH3:1][O:2][C:3]1[CH:33]=[CH:32][C:6]([CH2:7][NH:8][C:9]2[C:18]([CH2:19][CH2:20][C:21]([NH:23][CH2:24][CH:25]3[CH2:30][CH2:29][CH2:28][CH2:27][CH2:26]3)=[O:22])=[CH:17][C:16]3[C:11](=[CH:12][CH:13]=[C:14]([N:54]4[CH:40]=[CH:41][N:42]=[C:43]4[CH3:45])[CH:15]=3)[N:10]=2)=[CH:5][CH:4]=1, predict the reactants needed to synthesize it. The reactants are: [CH3:1][O:2][C:3]1[CH:33]=[CH:32][C:6]([CH2:7][NH:8][C:9]2[C:18]([CH2:19][CH2:20][C:21]([NH:23][CH2:24][CH:25]3[CH2:30][CH2:29][CH2:28][CH2:27][CH2:26]3)=[O:22])=[CH:17][C:16]3[C:11](=[CH:12][CH:13]=[C:14](Br)[CH:15]=3)[N:10]=2)=[CH:5][CH:4]=1.C(=O)([O-])[O-].[Cs+].[Cs+].[C:40](O)(=O)[CH2:41][NH:42][C:43]([C:45]1C=CC=CC=1)=O.C[N:54](C=O)C.